The task is: Predict the reaction yield, written as a fraction of the theoretical maximum amount of product (1.0 means a 100% yield; for example, 0.34 means a 34% yield).. This data is from Reaction yield outcomes from USPTO patents with 853,638 reactions. The reactants are [CH3:1][O:2][C:3]1[CH:4]=[C:5]([CH:15]=O)[C:6]2[C:11]([C:12]=1[O:13][CH3:14])=[CH:10][CH:9]=[CH:8][CH:7]=2.[CH2:17]([NH2:21])[CH2:18][CH2:19][CH3:20]. The catalyst is CCO.O=[Pt]=O. The product is [CH2:17]([NH:21][CH2:15][C:5]1[C:6]2[C:11](=[CH:10][CH:9]=[CH:8][CH:7]=2)[C:12]([O:13][CH3:14])=[C:3]([O:2][CH3:1])[CH:4]=1)[CH2:18][CH2:19][CH3:20]. The yield is 0.870.